From a dataset of Peptide-MHC class I binding affinity with 185,985 pairs from IEDB/IMGT. Regression. Given a peptide amino acid sequence and an MHC pseudo amino acid sequence, predict their binding affinity value. This is MHC class I binding data. (1) The peptide sequence is FTTNIWLKLR. The MHC is HLA-A68:01 with pseudo-sequence HLA-A68:01. The binding affinity (normalized) is 0.690. (2) The peptide sequence is CGSVGFNIDY. The MHC is HLA-A30:02 with pseudo-sequence HLA-A30:02. The binding affinity (normalized) is 0.453. (3) The peptide sequence is IVADDLTAA. The MHC is H-2-Db with pseudo-sequence H-2-Db. The binding affinity (normalized) is 0. (4) The peptide sequence is NAGQFLSFA. The MHC is HLA-A02:01 with pseudo-sequence HLA-A02:01. The binding affinity (normalized) is 0. (5) The peptide sequence is TVDFTDCRT. The MHC is HLA-A02:06 with pseudo-sequence HLA-A02:06. The binding affinity (normalized) is 0.461.